This data is from Full USPTO retrosynthesis dataset with 1.9M reactions from patents (1976-2016). The task is: Predict the reactants needed to synthesize the given product. (1) Given the product [F:1][C:2]1[C:3]([C:11]2[CH:16]=[CH:15][CH:14]=[CH:13][C:12]=2[S:17][CH3:18])=[CH:4][C:5]([NH2:8])=[CH:6][CH:7]=1, predict the reactants needed to synthesize it. The reactants are: [F:1][C:2]1[CH:7]=[CH:6][C:5]([N+:8]([O-])=O)=[CH:4][C:3]=1[C:11]1[CH:16]=[CH:15][CH:14]=[CH:13][C:12]=1[S:17][CH3:18].O.O.[Sn](Cl)Cl. (2) Given the product [Cl:8][C:9]1[CH:14]=[CH:13][C:12]([C@@H:15]([NH:17][CH2:19][CH2:20][C:21]([C:23]2[CH:28]=[CH:27][CH:26]=[CH:25][CH:24]=2)=[O:22])[CH3:16])=[CH:11][CH:10]=1, predict the reactants needed to synthesize it. The reactants are: CCN(CC)CC.[Cl:8][C:9]1[CH:14]=[CH:13][C:12]([C@@H:15]([NH2:17])[CH3:16])=[CH:11][CH:10]=1.Cl[CH2:19][CH2:20][C:21]([C:23]1[CH:28]=[CH:27][CH:26]=[CH:25][CH:24]=1)=[O:22]. (3) Given the product [Si:16]([O:15][CH2:14][C@H:6]1[CH2:5][C:4]2[C:9](=[CH:10][CH:11]=[CH:12][C:3]=2/[CH:27]=[CH:26]/[C:24]([CH3:25])([OH:28])[CH3:23])[C@H:8]([CH3:13])[NH:7]1)([C:19]([CH3:22])([CH3:21])[CH3:20])([CH3:18])[CH3:17], predict the reactants needed to synthesize it. The reactants are: Cl.Br[C:3]1[CH:12]=[CH:11][CH:10]=[C:9]2[C:4]=1[CH2:5][C@H:6]([CH2:14][O:15][Si:16]([C:19]([CH3:22])([CH3:21])[CH3:20])([CH3:18])[CH3:17])[NH:7][C@H:8]2[CH3:13].[CH3:23][C:24]([OH:28])([CH:26]=[CH2:27])[CH3:25].C(=O)([O-])[O-].[K+].[K+]. (4) Given the product [CH2:30]([O:29][C:27](=[O:28])[CH2:26][O:25][C:19]1[CH:20]=[CH:21][CH:22]=[CH:23][C:18]=1[CH:9]1[C:10]2[C:15](=[CH:14][CH:13]=[CH:12][CH:11]=2)[CH2:16][CH2:17][NH:8]1)[CH3:31], predict the reactants needed to synthesize it. The reactants are: C(OC([N:8]1[CH2:17][CH2:16][C:15]2[C:10](=[CH:11][CH:12]=[CH:13][CH:14]=2)[CH:9]1[C:18]1[CH:23]=[C:22](Cl)[CH:21]=[CH:20][C:19]=1[O:25][CH2:26][C:27]([O:29][CH2:30][CH3:31])=[O:28])=O)(C)(C)C. (5) Given the product [CH3:14][C:13]1([CH3:15])[NH:7][C:5](=[O:6])[C:4]2[CH:3]=[CH:2][CH:10]=[CH:9][C:8]=2[O:12]1, predict the reactants needed to synthesize it. The reactants are: O[C:2]1[CH:3]=[C:4]([CH:8]=[CH:9][CH:10]=1)[C:5]([NH2:7])=[O:6].C[O:12][C:13](OC)([CH3:15])[CH3:14].C1(C)C=CC(S(O)(=O)=O)=CC=1.